From a dataset of Forward reaction prediction with 1.9M reactions from USPTO patents (1976-2016). Predict the product of the given reaction. (1) The product is: [NH2:17][C:18]1[N:4]2[C:5]([O:11][CH3:12])=[N:6][CH:7]=[C:8]([O:9][CH3:10])[C:3]2=[N:1][N:2]=1. Given the reactants [NH:1]([C:3]1[C:8]([O:9][CH3:10])=[CH:7][N:6]=[C:5]([O:11][CH3:12])[N:4]=1)[NH2:2].CC(O)C.[N:17]#[C:18]Br.C(=O)([O-])[O-].[Na+].[Na+], predict the reaction product. (2) Given the reactants [Cl:1][C:2]1[C:3]([CH3:18])=[C:4]([NH:10][C@H:11]([C@@H:15]([OH:17])[CH3:16])[C:12]([OH:14])=O)[CH:5]=[CH:6][C:7]=1[C:8]#[N:9].[Br:19][C:20]1[CH:29]=[CH:28][C:23]([C:24]([NH:26][NH2:27])=[O:25])=[CH:22][CH:21]=1.O.ON1C2C=CC=CC=2N=N1.Cl.CN(C)CCCN=C=NCC.CCN(CC)CC, predict the reaction product. The product is: [Br:19][C:20]1[CH:29]=[CH:28][C:23]([C:24]([NH:26][NH:27][C:12](=[O:14])[C@H:11]([NH:10][C:4]2[CH:5]=[CH:6][C:7]([C:8]#[N:9])=[C:2]([Cl:1])[C:3]=2[CH3:18])[C@@H:15]([OH:17])[CH3:16])=[O:25])=[CH:22][CH:21]=1. (3) Given the reactants I[C:2]1[CH:11]=[CH:10][C:5]([C:6]([O:8][CH3:9])=[O:7])=[CH:4][C:3]=1[CH3:12].[CH:13](=[O:17])[CH2:14][CH2:15][CH3:16], predict the reaction product. The product is: [OH:17][CH:13]([C:2]1[CH:11]=[CH:10][C:5]([C:6]([O:8][CH3:9])=[O:7])=[CH:4][C:3]=1[CH3:12])[CH2:14][CH2:15][CH3:16]. (4) Given the reactants [CH2:1]([N:5]1[C:9]2=[N:10][CH:11]=[CH:12][CH:13]=[C:8]2[C:7](N2CCCCC2)=[CH:6]1)[CH2:2][CH2:3][CH3:4].C[O:21][C:22](=[O:35])[C:23]1[CH:28]=[CH:27][C:26]([O:29][CH3:30])=[CH:25][C:24]=1[O:31][CH2:32][CH2:33]Cl, predict the reaction product. The product is: [CH2:1]([N:5]1[C:9]2=[N:10][CH:11]=[CH:12][CH:13]=[C:8]2[C:7]([CH:13]2[CH2:12][CH2:11][N:10]([CH2:33][CH2:32][O:31][C:24]3[CH:25]=[C:26]([O:29][CH3:30])[CH:27]=[CH:28][C:23]=3[C:22]([OH:21])=[O:35])[CH2:9][CH2:8]2)=[CH:6]1)[CH2:2][CH2:3][CH3:4]. (5) Given the reactants [O:1]=[C:2]1[C:11]2[C:6](=[CH:7][CH:8]=[C:9]([C:12]([O:14][CH3:15])=[O:13])[CH:10]=2)[CH:5]=[CH:4][NH:3]1.C(=O)([O-])[O-].[K+].[K+].Br[CH2:23][CH:24]1[O:28][CH2:27][CH2:26][O:25]1.O, predict the reaction product. The product is: [O:25]1[CH2:26][CH2:27][O:28][CH:24]1[CH2:23][N:3]1[CH:4]=[CH:5][C:6]2[C:11](=[CH:10][C:9]([C:12]([O:14][CH3:15])=[O:13])=[CH:8][CH:7]=2)[C:2]1=[O:1]. (6) Given the reactants [N+:1]([O-:31])([O:3][C@@H:4]1[CH:21]2[C@:16]([CH3:22])([CH2:17][CH2:18][CH2:19][CH2:20]2)[C@@H:15]2[C@H:6]([C@H:7]3[C@@:11]([CH2:13][CH2:14]2)([CH3:12])[C:10]24OCCO[C:9]2(OCC[O:23]4)[CH2:8]3)[CH2:5]1)=[O:2].CC1C=CC(S(O)(=O)=[O:40])=CC=1.O.C([O-])(O)=O.[Na+], predict the reaction product. The product is: [N+:1]([O-:31])([O:3][C@@H:4]1[CH:21]2[C@:16]([CH3:22])([CH2:17][CH2:18][C:19](=[O:40])[CH2:20]2)[C@@H:15]2[C@H:6]([C@H:7]3[C@@:11]([CH2:13][CH2:14]2)([CH3:12])[C:10](=[O:23])[CH2:9][CH2:8]3)[CH2:5]1)=[O:2]. (7) Given the reactants [N+:1]([C:4]1[CH:13]=[CH:12][C:7]([CH2:8][CH:9]([CH3:11])[NH2:10])=[CH:6][CH:5]=1)([O-])=O.[C:14]([NH2:20])([C:16]([F:19])([F:18])[F:17])=[O:15], predict the reaction product. The product is: [NH2:1][C:4]1[CH:5]=[CH:6][C:7]([CH2:8][CH:9]([CH3:11])[NH2:10])=[CH:12][CH:13]=1.[C:14]([NH2:20])([C:16]([F:19])([F:18])[F:17])=[O:15].